Task: Predict the reaction yield, written as a fraction of the theoretical maximum amount of product (1.0 means a 100% yield; for example, 0.34 means a 34% yield).. Dataset: Reaction yield outcomes from USPTO patents with 853,638 reactions (1) The reactants are [NH2:1][C:2]1[CH:41]=[CH:40][C:5]([O:6][C:7]2[CH:12]=[CH:11][N:10]=[C:9]3[N:13]([CH2:31][C:32]4[CH:37]=[CH:36][C:35]([O:38][CH3:39])=[CH:34][CH:33]=4)[N:14]=[C:15]([O:16][CH2:17][CH:18]4[CH2:23][CH2:22][N:21](C(OC(C)(C)C)=O)[CH2:20][CH2:19]4)[C:8]=23)=[C:4]([F:42])[CH:3]=1.[F:43][C:44]1[CH:49]=[CH:48][C:47]([N:50]2[C:55](=[O:56])[C:54]([C:57](O)=[O:58])=[CH:53][CH:52]=[N:51]2)=[CH:46][CH:45]=1.C(O)(C(F)(F)F)=O. No catalyst specified. The product is [F:42][C:4]1[CH:3]=[C:2]([NH:1][C:57]([C:54]2[C:55](=[O:56])[N:50]([C:47]3[CH:48]=[CH:49][C:44]([F:43])=[CH:45][CH:46]=3)[N:51]=[CH:52][CH:53]=2)=[O:58])[CH:41]=[CH:40][C:5]=1[O:6][C:7]1[CH:12]=[CH:11][N:10]=[C:9]2[N:13]([CH2:31][C:32]3[CH:37]=[CH:36][C:35]([O:38][CH3:39])=[CH:34][CH:33]=3)[N:14]=[C:15]([O:16][CH2:17][CH:18]3[CH2:19][CH2:20][NH:21][CH2:22][CH2:23]3)[C:8]=12. The yield is 0.550. (2) The reactants are [F:1][C:2]1[CH:7]=[CH:6][C:5]([CH2:8][C:9]([O:11][CH2:12][CH3:13])=[O:10])=[CH:4][CH:3]=1.CO[CH:16](OC)[N:17]([CH3:19])[CH3:18]. The catalyst is CN(C=O)C.CCOC(C)=O. The product is [CH3:16][N:17]([CH3:19])[CH:18]=[C:8]([C:5]1[CH:4]=[CH:3][C:2]([F:1])=[CH:7][CH:6]=1)[C:9]([O:11][CH2:12][CH3:13])=[O:10]. The yield is 0.342. (3) The reactants are [CH:1]1([C:4]2[CH:8]=[CH:7][NH:6][C:5]=2[C:9]([OH:11])=O)[CH2:3][CH2:2]1.[C:12](Cl)(=O)[C:13](Cl)=O. The catalyst is ClCCl.CN(C)C=O. The product is [CH:1]1([C:4]2[CH:8]=[CH:7][NH:6][C:5]=2[C:9]([NH:6][C:5]2[CH:4]=[CH:1][CH:2]=[CH:3][C:12]=2[CH3:13])=[O:11])[CH2:2][CH2:3]1. The yield is 0.880. (4) The reactants are [F:1][C:2]1[CH:3]=[C:4]([C:27]2[C:28]([C:33]#[N:34])=[CH:29][CH:30]=[CH:31][CH:32]=2)[CH:5]=[CH:6][C:7]=1[CH2:8][C:9]1[C:10](=[O:26])[N:11]([C@H:21]2[CH2:24][C@@H:23]([OH:25])[CH2:22]2)[C:12]2[N:13]([N:18]=[CH:19][N:20]=2)[C:14]=1[CH2:15][CH2:16][CH3:17].[N+](=[CH:37][C:38]([O:40][CH2:41][CH3:42])=[O:39])=[N-]. The catalyst is C1(C)C=CC=CC=1.C([O-])(=O)C.[Rh+2].C([O-])(=O)C. The product is [C:33]([C:28]1[CH:29]=[CH:30][CH:31]=[CH:32][C:27]=1[C:4]1[CH:5]=[CH:6][C:7]([CH2:8][C:9]2[C:10](=[O:26])[N:11]([C@@H:21]3[CH2:22][C@H:23]([O:25][CH2:37][C:38]([O:40][CH2:41][CH3:42])=[O:39])[CH2:24]3)[C:12]3[N:13]([N:18]=[CH:19][N:20]=3)[C:14]=2[CH2:15][CH2:16][CH3:17])=[C:2]([F:1])[CH:3]=1)#[N:34]. The yield is 0.370.